Task: Predict the reactants needed to synthesize the given product.. Dataset: Full USPTO retrosynthesis dataset with 1.9M reactions from patents (1976-2016) (1) Given the product [NH2:13][C:9]1[CH:8]=[C:7]2[C:12](=[CH:11][CH:10]=1)[CH2:25][CH:4]([N:32]([CH3:36])[CH3:33])[CH2:5]2, predict the reactants needed to synthesize it. The reactants are: NC1S[C:4]([C:25]2C=CN=C(Cl)N=2)=[C:5]([C:7]2[CH:8]=[C:9]([N:13](C)C(=O)C3C=C(F)C=CC=3F)[CH:10]=[CH:11][CH:12]=2)N=1.[N:32]1(CC2C=C(N)C=CC=2)[CH2:36]CC[CH2:33]1. (2) Given the product [CH:17]1([C:22]([O:24][C:5]([C:8]2[CH:13]=[CH:12][CH:11]=[CH:10][CH:9]=2)([CH3:7])[CH3:6])=[O:23])[CH2:21][CH:20]=[CH:19][CH2:18]1, predict the reactants needed to synthesize it. The reactants are: ClC(Cl)(Cl)C(=N)O[C:5]([C:8]1[CH:13]=[CH:12][CH:11]=[CH:10][CH:9]=1)([CH3:7])[CH3:6].[CH:17]1([C:22]([OH:24])=[O:23])[CH2:21][CH:20]=[CH:19][CH2:18]1. (3) The reactants are: C[C:2]1[S:9][C:8]2[CH:7]=[CH:6][N:5]([CH2:10][C:11]3[CH:16]=[CH:15][C:14]([C:17]([F:20])([F:19])[F:18])=[CH:13][CH:12]=3)[C:4]=2[C:3]=1[C:21](O)=[O:22].C[O:25][C:26](=[O:36])[C:27]1[CH:32]=[CH:31][C:30]([C@@H:33]([NH2:35])[CH3:34])=[CH:29][CH:28]=1.Cl.C(N=C=NCCCN(C)C)C.CN1CCOCC1.[Li+].[OH-]. Given the product [F:20][C:17]([F:18])([F:19])[C:14]1[CH:15]=[CH:16][C:11]([CH2:10][N:5]2[CH:6]=[CH:7][C:8]3[S:9][CH:2]=[C:3]([C:21]([NH:35][C@H:33]([C:30]4[CH:31]=[CH:32][C:27]([C:26]([OH:25])=[O:36])=[CH:28][CH:29]=4)[CH3:34])=[O:22])[C:4]2=3)=[CH:12][CH:13]=1, predict the reactants needed to synthesize it. (4) Given the product [NH2:23][CH2:22][CH2:21][C@H:20]([N:17]1[CH2:18][CH2:19][CH:14]([NH:8][C:7]2[CH:9]=[CH:10][C:4]([O:3][C:2]([F:11])([F:12])[F:1])=[CH:5][CH:6]=2)[CH2:15][CH2:16]1)[CH3:24], predict the reactants needed to synthesize it. The reactants are: [F:1][C:2]([F:12])([F:11])[O:3][C:4]1[CH:10]=[CH:9][C:7]([NH2:8])=[CH:6][CH:5]=1.O=[C:14]1[CH2:19][CH2:18][N:17]([C@H:20]([CH3:24])[CH2:21][C:22]#[N:23])[CH2:16][CH2:15]1. (5) Given the product [F:22][C:23]1[CH:24]=[C:25]([NH:38][C:39]([NH:41][CH2:42][CH2:43][F:44])=[O:40])[CH:26]=[CH:27][C:28]=1[C:2]1[N:3]=[C:4]([N:15]2[CH2:20][CH2:19][O:18][CH2:17][C@@H:16]2[CH3:21])[C:5]2[CH2:10][N:9]([C:11]([O:13][CH3:14])=[O:12])[CH2:8][C:6]=2[N:7]=1, predict the reactants needed to synthesize it. The reactants are: Cl[C:2]1[N:3]=[C:4]([N:15]2[CH2:20][CH2:19][O:18][CH2:17][C@@H:16]2[CH3:21])[C:5]2[CH2:10][N:9]([C:11]([O:13][CH3:14])=[O:12])[CH2:8][C:6]=2[N:7]=1.[F:22][C:23]1[CH:24]=[C:25]([NH:38][C:39]([NH:41][CH2:42][CH2:43][F:44])=[O:40])[CH:26]=[CH:27][C:28]=1B1OC(C)(C)C(C)(C)O1. (6) Given the product [CH3:24][N:8]([C:13](=[O:15])[CH3:14])[C:7]1[CH:9]=[CH:10][CH:11]=[CH:12][C:6]=1[N+:3]([O-:5])=[O:4], predict the reactants needed to synthesize it. The reactants are: [H-].[Na+].[N+:3]([C:6]1[CH:12]=[CH:11][CH:10]=[CH:9][C:7]=1[NH2:8])([O-:5])=[O:4].[C:13](OC(=O)C)(=[O:15])[CH3:14].S(OC)(O[CH3:24])(=O)=O.